This data is from NCI-60 drug combinations with 297,098 pairs across 59 cell lines. The task is: Regression. Given two drug SMILES strings and cell line genomic features, predict the synergy score measuring deviation from expected non-interaction effect. (1) Drug 1: C1C(C(OC1N2C=C(C(=O)NC2=O)F)CO)O. Drug 2: C1CN1C2=NC(=NC(=N2)N3CC3)N4CC4. Cell line: IGROV1. Synergy scores: CSS=27.7, Synergy_ZIP=-7.35, Synergy_Bliss=-0.744, Synergy_Loewe=2.21, Synergy_HSA=3.60. (2) Drug 1: COC1=CC(=CC(=C1O)OC)C2C3C(COC3=O)C(C4=CC5=C(C=C24)OCO5)OC6C(C(C7C(O6)COC(O7)C8=CC=CS8)O)O. Drug 2: CC=C1C(=O)NC(C(=O)OC2CC(=O)NC(C(=O)NC(CSSCCC=C2)C(=O)N1)C(C)C)C(C)C. Cell line: HL-60(TB). Synergy scores: CSS=51.9, Synergy_ZIP=-1.24, Synergy_Bliss=-4.21, Synergy_Loewe=-2.61, Synergy_HSA=-2.01.